The task is: Predict the reactants needed to synthesize the given product.. This data is from Full USPTO retrosynthesis dataset with 1.9M reactions from patents (1976-2016). (1) The reactants are: [F:1][C:2]1[CH:3]=[C:4]2[C:12](=[CH:13][CH:14]=1)[N:11]([CH2:15][C:16]1[CH:25]=[CH:24][C:19]([C:20]([O:22][CH3:23])=[O:21])=[CH:18][CH:17]=1)[C:10]1[CH2:9][CH2:8][C:7](=[CH2:26])[C:6](=[O:27])[C:5]2=1.[CH3:28][N:29]1[CH2:34][CH2:33][NH:32][CH2:31][CH2:30]1. Given the product [F:1][C:2]1[CH:3]=[C:4]2[C:12](=[CH:13][CH:14]=1)[N:11]([CH2:15][C:16]1[CH:25]=[CH:24][C:19]([C:20]([O:22][CH3:23])=[O:21])=[CH:18][CH:17]=1)[C:10]1[CH2:9][CH2:8][CH:7]([CH2:26][N:32]3[CH2:33][CH2:34][N:29]([CH3:28])[CH2:30][CH2:31]3)[C:6](=[O:27])[C:5]2=1, predict the reactants needed to synthesize it. (2) Given the product [C:1]([C:3]1[CH:8]=[CH:7][C:6]([N:9]2[C@H:13]3[CH2:14][CH2:15][CH2:16][CH2:17][C@@H:12]3[N:11]([C:18]3[CH:26]=[CH:25][C:21]([C:22]([NH2:34])=[O:24])=[C:20]([CH3:27])[CH:19]=3)[C:10]2=[O:28])=[CH:5][C:4]=1[C:29]([F:32])([F:30])[F:31])#[N:2], predict the reactants needed to synthesize it. The reactants are: [C:1]([C:3]1[CH:8]=[CH:7][C:6]([N:9]2[C@H:13]3[CH2:14][CH2:15][CH2:16][CH2:17][C@@H:12]3[N:11]([C:18]3[CH:26]=[CH:25][C:21]([C:22]([OH:24])=O)=[C:20]([CH3:27])[CH:19]=3)[C:10]2=[O:28])=[CH:5][C:4]=1[C:29]([F:32])([F:31])[F:30])#[N:2].[Cl-].[NH4+:34]. (3) Given the product [Cl:1][C:2]1[CH:7]=[CH:6][N:5]=[C:4]([C:8]([CH:10]2[CH2:11][CH2:12]2)=[O:9])[C:3]=1[CH3:13], predict the reactants needed to synthesize it. The reactants are: [Cl:1][C:2]1[CH:7]=[CH:6][N:5]=[C:4]([CH:8]([CH:10]2[CH2:12][CH2:11]2)[OH:9])[C:3]=1[CH3:13].